This data is from Full USPTO retrosynthesis dataset with 1.9M reactions from patents (1976-2016). The task is: Predict the reactants needed to synthesize the given product. (1) Given the product [Cl:29][C:26]1[CH:27]=[CH:28][C:23]([O:22][C:19]2[CH:20]=[CH:21][C:4]([NH:3][S:31]([CH3:30])(=[O:33])=[O:32])=[C:5]([CH:18]=2)[C:6]([NH:8][C:9]2[CH:10]=[C:11]([Cl:17])[C:12]([Cl:16])=[C:13]([Cl:15])[CH:14]=2)=[O:7])=[CH:24][CH:25]=1, predict the reactants needed to synthesize it. The reactants are: N#N.[NH2:3][C:4]1[CH:21]=[CH:20][C:19]([O:22][C:23]2[CH:28]=[CH:27][C:26]([Cl:29])=[CH:25][CH:24]=2)=[CH:18][C:5]=1[C:6]([NH:8][C:9]1[CH:14]=[C:13]([Cl:15])[C:12]([Cl:16])=[C:11]([Cl:17])[CH:10]=1)=[O:7].[CH3:30][S:31](Cl)(=[O:33])=[O:32]. (2) Given the product [F:1][C:2]1([F:19])[CH2:8][N:7]([C:9]2[N:13]([CH3:14])[N:12]=[CH:11][C:10]=2[N+:15]([O-:17])=[O:16])[CH2:6][CH2:5][CH:4]([N:23]([CH3:22])[CH3:20])[CH2:3]1, predict the reactants needed to synthesize it. The reactants are: [F:1][C:2]1([F:19])[CH2:8][N:7]([C:9]2[N:13]([CH3:14])[N:12]=[CH:11][C:10]=2[N+:15]([O-:17])=[O:16])[CH2:6][CH2:5][CH:4](N)[CH2:3]1.[CH2:20]=O.[C:22]([BH3-])#[N:23].[Na+]. (3) Given the product [C:1]([N:4]1[CH2:5][CH2:6][CH:7]([C:10]2[C:18]3[C:13](=[CH:14][CH:15]=[CH:16][CH:17]=3)[N:12]([CH2:19][C:20]3[CH:21]=[CH:22][C:23]([NH2:26])=[CH:24][CH:25]=3)[CH:11]=2)[CH2:8][CH2:9]1)(=[O:3])[CH3:2], predict the reactants needed to synthesize it. The reactants are: [C:1]([N:4]1[CH2:9][CH2:8][CH:7]([C:10]2[C:18]3[C:13](=[CH:14][CH:15]=[CH:16][CH:17]=3)[N:12]([CH2:19][C:20]3[CH:25]=[CH:24][C:23]([N+:26]([O-])=O)=[CH:22][CH:21]=3)[CH:11]=2)[CH2:6][CH2:5]1)(=[O:3])[CH3:2].C([O-])=O.[NH4+].C(O)C. (4) Given the product [F:22][C:23]1[CH:28]=[C:27]([S:29][CH3:30])[CH:26]=[CH:25][C:24]=1[C:31]1[CH:32]=[CH:33][C:34]([O:5][CH2:6][CH:7]2[CH2:8][CH2:9][N:10]([C:13]3[O:17][N:16]=[C:15]([CH:18]([CH3:19])[CH3:20])[N:14]=3)[CH2:11][CH2:12]2)=[CH:35][N:36]=1, predict the reactants needed to synthesize it. The reactants are: CS([O:5][CH2:6][CH:7]1[CH2:12][CH2:11][N:10]([C:13]2[O:17][N:16]=[C:15]([CH:18]([CH3:20])[CH3:19])[N:14]=2)[CH2:9][CH2:8]1)(=O)=O.Cl.[F:22][C:23]1[CH:28]=[C:27]([S:29][CH3:30])[CH:26]=[CH:25][C:24]=1[C:31]1[N:36]=[CH:35][C:34](O)=[CH:33][CH:32]=1.C(=O)([O-])[O-].[K+].[K+]. (5) The reactants are: [Cl:1][C:2]1[CH:3]=[CH:4][C:5]([C:20]#[N:21])=[C:6]([C:8]2[CH:13]=[CH:12][N:11]([CH:14]([CH3:18])[C:15]([OH:17])=O)[C:10](=[O:19])[CH:9]=2)[CH:7]=1.[NH:22]1[C:26]([C:27]2[CH:33]=[CH:32][C:30]([NH2:31])=[CH:29][CH:28]=2)=[N:25][N:24]=[N:23]1. Given the product [Cl:1][C:2]1[CH:3]=[CH:4][C:5]([C:20]#[N:21])=[C:6]([C:8]2[CH:13]=[CH:12][N:11]([CH:14]([CH3:18])[C:15]([NH:31][C:30]3[CH:32]=[CH:33][C:27]([C:26]4[NH:25][N:24]=[N:23][N:22]=4)=[CH:28][CH:29]=3)=[O:17])[C:10](=[O:19])[CH:9]=2)[CH:7]=1, predict the reactants needed to synthesize it. (6) Given the product [ClH:31].[ClH:31].[N:1]1[CH:2]=[CH:3][C:4]([C:7]2[C:17]3[O:16][CH2:15][CH2:14][NH:13][CH2:12][C:11]=3[CH:10]=[CH:9][CH:8]=2)=[CH:5][CH:6]=1, predict the reactants needed to synthesize it. The reactants are: [N:1]1[CH:6]=[CH:5][C:4]([C:7]2[C:17]3[O:16][CH2:15][CH2:14][N:13](C(OC(C)(C)C)=O)[CH2:12][C:11]=3[CH:10]=[CH:9][CH:8]=2)=[CH:3][CH:2]=1.C(OCC)(=O)C.[ClH:31].